This data is from Peptide-MHC class I binding affinity with 185,985 pairs from IEDB/IMGT. The task is: Regression. Given a peptide amino acid sequence and an MHC pseudo amino acid sequence, predict their binding affinity value. This is MHC class I binding data. (1) The peptide sequence is VLRENTSPK. The MHC is HLA-A31:01 with pseudo-sequence HLA-A31:01. The binding affinity (normalized) is 0.535. (2) The peptide sequence is VLLFLAFVV. The MHC is HLA-A02:01 with pseudo-sequence HLA-A02:01. The binding affinity (normalized) is 0.840. (3) The peptide sequence is GVKVRVWLF. The MHC is HLA-B40:01 with pseudo-sequence HLA-B40:01. The binding affinity (normalized) is 0.0847. (4) The peptide sequence is ANSHQRSDS. The binding affinity (normalized) is 0. The MHC is H-2-Db with pseudo-sequence H-2-Db. (5) The peptide sequence is RLIGHISTL. The MHC is BoLA-HD6 with pseudo-sequence BoLA-HD6. The binding affinity (normalized) is 0.898.